From a dataset of Catalyst prediction with 721,799 reactions and 888 catalyst types from USPTO. Predict which catalyst facilitates the given reaction. (1) Reactant: [OH:1][C:2]1[CH:3]=[C:4]([CH:9]=[CH:10][N:11]=1)[C:5]([O:7][CH3:8])=[O:6].Br[CH:13]([CH2:15][CH3:16])[CH3:14].C(=O)([O-])[O-].[Cs+].[Cs+]. Product: [CH:13]([N:11]1[CH:10]=[CH:9][C:4]([C:5]([O:7][CH3:8])=[O:6])=[CH:3][C:2]1=[O:1])([CH2:15][CH3:16])[CH3:14]. The catalyst class is: 9. (2) The catalyst class is: 23. Reactant: I[CH2:2][C@H:3]([CH3:16])[CH2:4][N:5]1[C:10]2[CH:11]=[CH:12][CH:13]=[CH:14][C:9]=2[O:8][CH2:7][C:6]1=[O:15].[CH2:17]([CH:21]1[CH2:26][CH2:25][NH:24][CH2:23][CH2:22]1)[CH2:18][CH2:19][CH3:20]. Product: [CH2:17]([CH:21]1[CH2:26][CH2:25][N:24]([CH2:2][C@H:3]([CH3:16])[CH2:4][N:5]2[C:10]3[CH:11]=[CH:12][CH:13]=[CH:14][C:9]=3[O:8][CH2:7][C:6]2=[O:15])[CH2:23][CH2:22]1)[CH2:18][CH2:19][CH3:20]. (3) Reactant: C([O:3][C:4]([C:6]1([NH:15][C:16](=[O:28])[C:17]2[CH:22]=[CH:21][C:20]([O:23][CH:24]([F:26])[F:25])=[CH:19][C:18]=2[CH3:27])[CH2:14][C:13]2[C:8](=[CH:9][CH:10]=[CH:11][CH:12]=2)[CH2:7]1)=[O:5])C.[OH-].[K+].CCO. The catalyst class is: 6. Product: [F:25][CH:24]([F:26])[O:23][C:20]1[CH:21]=[CH:22][C:17]([C:16]([NH:15][C:6]2([C:4]([OH:5])=[O:3])[CH2:14][C:13]3[C:8](=[CH:9][CH:10]=[CH:11][CH:12]=3)[CH2:7]2)=[O:28])=[C:18]([CH3:27])[CH:19]=1. (4) Reactant: [CH:1]([NH:4][CH:5]([CH3:7])[CH3:6])([CH3:3])C.[Li][CH2:9]CCC.C(OCC(F)(F)F)(=O)C.[C:22](O[C:22]([O:24][C:25]([CH3:28])([CH3:27])[CH3:26])=[O:23])([O:24][C:25]([CH3:28])([CH3:27])[CH3:26])=[O:23]. Product: [N:4]1[CH:1]=[CH:3][CH:9]=[CH:7][C:5]=1[CH2:6][C:22]([O:24][C:25]([CH3:28])([CH3:27])[CH3:26])=[O:23]. The catalyst class is: 7.